Dataset: Catalyst prediction with 721,799 reactions and 888 catalyst types from USPTO. Task: Predict which catalyst facilitates the given reaction. Reactant: [Br:1]N1C(=O)CCC1=O.[Cl:9][C:10]1[C:11]([F:18])=[C:12]([CH:14]=[CH:15][C:16]=1[F:17])[NH2:13].CCCCCC.O. Product: [Br:1][C:14]1[CH:15]=[C:16]([F:17])[C:10]([Cl:9])=[C:11]([F:18])[C:12]=1[NH2:13]. The catalyst class is: 9.